Dataset: Reaction yield outcomes from USPTO patents with 853,638 reactions. Task: Predict the reaction yield, written as a fraction of the theoretical maximum amount of product (1.0 means a 100% yield; for example, 0.34 means a 34% yield). (1) The reactants are [N+:1]([C:4]1[CH:13]=[C:12]2[C:7]([CH2:8][CH2:9][CH2:10][C:11]2=[N:14]O)=[CH:6][CH:5]=1)([O-])=O. The yield is 0.960. The product is [CH:11]1([NH2:14])[C:12]2[C:7](=[CH:6][CH:5]=[C:4]([NH2:1])[CH:13]=2)[CH2:8][CH2:9][CH2:10]1. The catalyst is CO. (2) The reactants are [F:1][C:2]1[CH:7]=[C:6]([N+:8]([O-:10])=[O:9])[CH:5]=[CH:4][C:3]=1[N:11]1[C@H:15]([CH2:16][CH:17]([CH3:19])[CH3:18])[CH2:14][O:13][CH:12]1[C:20]([F:23])([F:22])[F:21].[SiH](CC)(CC)CC. The catalyst is C(Cl)(Cl)Cl.O. The product is [F:1][C:2]1[CH:7]=[C:6]([N+:8]([O-:10])=[O:9])[CH:5]=[CH:4][C:3]=1[N:11]([CH2:12][C:20]([F:23])([F:22])[F:21])[C@H:15]([CH2:16][CH:17]([CH3:18])[CH3:19])[CH2:14][OH:13]. The yield is 0.440. (3) The reactants are [CH:1]1[C:10]2[C:5](=[CH:6][CH:7]=[CH:8][CH:9]=2)[CH:4]=[CH:3][C:2]=1[C:11]1[C:24]2[C:19](=[CH:20][CH:21]=[CH:22][CH:23]=2)[C:18](B(O)O)=[C:17]2[C:12]=1[CH:13]=[CH:14][CH:15]=[CH:16]2.Br[C:29]1[CH:30]=[N:31][CH:32]=[C:33](Br)[CH:34]=1.C(=O)([O-])[O-].[K+].[K+]. The catalyst is O1CCOCC1.O.C1C=CC([P]([Pd]([P](C2C=CC=CC=2)(C2C=CC=CC=2)C2C=CC=CC=2)([P](C2C=CC=CC=2)(C2C=CC=CC=2)C2C=CC=CC=2)[P](C2C=CC=CC=2)(C2C=CC=CC=2)C2C=CC=CC=2)(C2C=CC=CC=2)C2C=CC=CC=2)=CC=1. The yield is 0.480. The product is [CH:1]1[C:10]2[C:5](=[CH:6][CH:7]=[CH:8][CH:9]=2)[CH:4]=[CH:3][C:2]=1[C:11]1[C:24]2[C:19](=[CH:20][CH:21]=[CH:22][CH:23]=2)[C:18]([C:29]2[CH:30]=[N:31][CH:32]=[C:33]([C:18]3[C:17]4[C:12]([C:11]([C:2]5[CH:3]=[CH:4][C:5]6[C:10](=[CH:9][CH:8]=[CH:7][CH:6]=6)[CH:1]=5)=[C:24]5[C:19]=3[CH:20]=[CH:21][CH:22]=[CH:23]5)=[CH:13][CH:14]=[CH:15][CH:16]=4)[CH:34]=2)=[C:17]2[C:12]=1[CH:13]=[CH:14][CH:15]=[CH:16]2.